Dataset: Full USPTO retrosynthesis dataset with 1.9M reactions from patents (1976-2016). Task: Predict the reactants needed to synthesize the given product. (1) Given the product [Cl:1][C:2]1[CH:14]=[CH:13][C:5]2[NH:6][C:7]([S:9][C:12]3[C:24]4[NH:23][C:22](=[O:25])[NH:21][C:20]=4[CH:19]=[CH:18][CH:17]=3)=[N:8][C:4]=2[CH:3]=1, predict the reactants needed to synthesize it. The reactants are: [Cl:1][C:2]1[CH:14]=[CH:13][C:5]2[NH:6][C:7]([S:9]([CH3:12])(=O)=O)=[N:8][C:4]=2[CH:3]=1.SC1[C:24]2[NH:23][C:22](=[O:25])[NH:21][C:20]=2[CH:19]=[CH:18][CH:17]=1. (2) Given the product [O:3]1[C:8]2[CH:9]=[CH:10][C:11]([CH2:13][NH:14][CH:15]3[CH2:16][CH2:17][N:18]([CH2:21][CH2:22][N:23]4[C:32]5[C:27](=[CH:28][CH:29]=[C:30]([O:33][CH3:34])[CH:31]=5)[CH:26]=[C:25]([C:35]([OH:37])=[O:36])[C:24]4=[O:39])[CH2:19][CH2:20]3)=[CH:12][C:7]=2[O:6][CH2:5][CH2:4]1, predict the reactants needed to synthesize it. The reactants are: CO.[O:3]1[C:8]2[CH:9]=[CH:10][C:11]([CH2:13][NH:14][CH:15]3[CH2:20][CH2:19][N:18]([CH2:21][CH2:22][N:23]4[C:32]5[C:27](=[CH:28][CH:29]=[C:30]([O:33][CH3:34])[CH:31]=5)[CH:26]=[C:25]([C:35]([O:37]C)=[O:36])[C:24]4=[O:39])[CH2:17][CH2:16]3)=[CH:12][C:7]=2[O:6][CH2:5][CH2:4]1.[OH-].[Na+].